From a dataset of Merck oncology drug combination screen with 23,052 pairs across 39 cell lines. Regression. Given two drug SMILES strings and cell line genomic features, predict the synergy score measuring deviation from expected non-interaction effect. (1) Drug 1: Cn1nnc2c(C(N)=O)ncn2c1=O. Drug 2: Cn1c(=O)n(-c2ccc(C(C)(C)C#N)cc2)c2c3cc(-c4cnc5ccccc5c4)ccc3ncc21. Cell line: UWB1289. Synergy scores: synergy=39.4. (2) Drug 1: Nc1ccn(C2OC(CO)C(O)C2(F)F)c(=O)n1. Drug 2: CC(C)CC(NC(=O)C(Cc1ccccc1)NC(=O)c1cnccn1)B(O)O. Cell line: UACC62. Synergy scores: synergy=-10.8. (3) Drug 1: CS(=O)(=O)CCNCc1ccc(-c2ccc3ncnc(Nc4ccc(OCc5cccc(F)c5)c(Cl)c4)c3c2)o1. Drug 2: NC1CCCCC1N.O=C(O)C(=O)O.[Pt+2]. Cell line: UWB1289BRCA1. Synergy scores: synergy=-11.1. (4) Drug 1: CN1C(=O)C=CC2(C)C3CCC4(C)C(NC(=O)OCC(F)(F)F)CCC4C3CCC12. Drug 2: O=C(NOCC(O)CO)c1ccc(F)c(F)c1Nc1ccc(I)cc1F. Cell line: UWB1289BRCA1. Synergy scores: synergy=-21.5. (5) Synergy scores: synergy=33.9. Drug 2: Cn1c(=O)n(-c2ccc(C(C)(C)C#N)cc2)c2c3cc(-c4cnc5ccccc5c4)ccc3ncc21. Drug 1: Cc1nc(Nc2ncc(C(=O)Nc3c(C)cccc3Cl)s2)cc(N2CCN(CCO)CC2)n1. Cell line: PA1.